Dataset: Forward reaction prediction with 1.9M reactions from USPTO patents (1976-2016). Task: Predict the product of the given reaction. (1) Given the reactants C([O:8][C:9]1[CH:14]=[CH:13][C:12]([S:15]([C:18]2[CH:23]=[CH:22][C:21]([CH2:24][CH2:25][NH:26][C:27](=[O:32])[C:28]([F:31])([F:30])[F:29])=[CH:20][CH:19]=2)(=[O:17])=[O:16])=[CH:11][C:10]=1[O:33][CH3:34])C1C=CC=CC=1, predict the reaction product. The product is: [F:31][C:28]([F:29])([F:30])[C:27]([NH:26][CH2:25][CH2:24][C:21]1[CH:20]=[CH:19][C:18]([S:15]([C:12]2[CH:13]=[CH:14][C:9]([OH:8])=[C:10]([O:33][CH3:34])[CH:11]=2)(=[O:16])=[O:17])=[CH:23][CH:22]=1)=[O:32]. (2) Given the reactants [F:1][C:2]([F:20])([F:19])[C:3]1[CH:4]=[C:5]([CH:16]=[CH:17][CH:18]=1)[O:6][C:7]1[N:15]=[CH:14][CH:13]=[CH:12][C:8]=1[C:9]([OH:11])=O.[NH:21]1[C:30]2[C:25](=[CH:26][CH:27]=[CH:28][CH:29]=2)[CH2:24][CH2:23][CH2:22]1.C(N(C(C)C)C(C)C)C.CN(C(ON1N=NC2C=CC=NC1=2)=[N+](C)C)C.F[P-](F)(F)(F)(F)F, predict the reaction product. The product is: [N:21]1([C:9]([C:8]2[C:7]([O:6][C:5]3[CH:16]=[CH:17][CH:18]=[C:3]([C:2]([F:1])([F:20])[F:19])[CH:4]=3)=[N:15][CH:14]=[CH:13][CH:12]=2)=[O:11])[C:30]2[C:25](=[CH:26][CH:27]=[CH:28][CH:29]=2)[CH2:24][CH2:23][CH2:22]1. (3) The product is: [Br:1][C:2]1[CH:7]=[CH:6][C:5]([NH:13][CH2:14][CH2:15][C:16]([O:18][CH2:19][CH3:20])=[O:17])=[C:4]([N+:9]([O-:11])=[O:10])[CH:3]=1. Given the reactants [Br:1][C:2]1[CH:7]=[CH:6][C:5](F)=[C:4]([N+:9]([O-:11])=[O:10])[CH:3]=1.Cl.[NH2:13][CH2:14][CH2:15][C:16]([O:18][CH2:19][CH3:20])=[O:17].C(=O)([O-])[O-].[K+].[K+].[Cl-].[NH4+], predict the reaction product. (4) The product is: [CH3:20][CH:21]([CH3:37])[C:22]([NH:24][C:25]1[CH:30]=[CH:29][CH:28]=[C:27]([CH:31]2[CH2:36][CH2:35][N:34]([CH2:13][C:12]3[CH:15]=[CH:16][C:9]([S:8][C:5]4[CH:6]=[CH:7][C:2]([CH3:1])=[CH:3][CH:4]=4)=[C:10]([N+:17]([O-:19])=[O:18])[CH:11]=3)[CH2:33][CH2:32]2)[CH:26]=1)=[O:23]. Given the reactants [CH3:1][C:2]1[CH:7]=[CH:6][C:5]([S:8][C:9]2[CH:16]=[CH:15][C:12]([CH:13]=O)=[CH:11][C:10]=2[N+:17]([O-:19])=[O:18])=[CH:4][CH:3]=1.[CH3:20][CH:21]([CH3:37])[C:22]([NH:24][C:25]1[CH:30]=[CH:29][CH:28]=[C:27]([CH:31]2[CH2:36][CH2:35][NH:34][CH2:33][CH2:32]2)[CH:26]=1)=[O:23], predict the reaction product. (5) Given the reactants [CH:1]1([C:7]2[CH:8]=[C:9]([C:17]3[N:22]=[CH:21][C:20]([CH:23]=O)=[CH:19][CH:18]=3)[CH:10]=[C:11]([N+:14]([O-:16])=[O:15])[C:12]=2[OH:13])[CH2:6][CH2:5][CH2:4][CH2:3][CH2:2]1.N1CCCCC1.C(O)(=O)C.[S:35]1[CH2:39][C:38](=[O:40])[NH:37][C:36]1=[O:41], predict the reaction product. The product is: [CH:1]1([C:7]2[CH:8]=[C:9]([C:17]3[N:22]=[CH:21][C:20]([CH:23]=[C:39]4[S:35][C:36](=[O:41])[NH:37][C:38]4=[O:40])=[CH:19][CH:18]=3)[CH:10]=[C:11]([N+:14]([O-:16])=[O:15])[C:12]=2[OH:13])[CH2:6][CH2:5][CH2:4][CH2:3][CH2:2]1. (6) Given the reactants [CH2:1](Br)[C:2]1[CH:7]=[CH:6][CH:5]=[CH:4][CH:3]=1.[C:9]1([S:15]([C:18]2[CH:19]=[CH:20][C:21]([OH:27])=[C:22]([C:24](=[O:26])[CH3:25])[CH:23]=2)(=[O:17])=[O:16])[CH:14]=[CH:13][CH:12]=[CH:11][CH:10]=1.C(=O)([O-])[O-].[K+].[K+], predict the reaction product. The product is: [C:9]1([S:15]([C:18]2[CH:19]=[CH:20][C:21]([O:27][CH2:1][C:2]3[CH:7]=[CH:6][CH:5]=[CH:4][CH:3]=3)=[C:22]([C:24](=[O:26])[CH3:25])[CH:23]=2)(=[O:17])=[O:16])[CH:10]=[CH:11][CH:12]=[CH:13][CH:14]=1. (7) Given the reactants CC(C)(CN1CCCCC1)C(O)=O.[CH3:14][C:15]([CH3:34])([CH2:26][N:27]1[CH2:32][CH2:31][N:30]([CH3:33])[CH2:29][CH2:28]1)[C:16]([O:18]CC1C=CC=CC=1)=[O:17], predict the reaction product. The product is: [CH3:14][C:15]([CH3:34])([CH2:26][N:27]1[CH2:28][CH2:29][N:30]([CH3:33])[CH2:31][CH2:32]1)[C:16]([OH:18])=[O:17]. (8) Given the reactants [CH3:1][C:2]1[O:3][C:4]2[C:10]([CH3:11])=[CH:9][C:8]([NH2:12])=[CH:7][C:5]=2[N:6]=1.[Cl:13][C:14]1[CH:19]=[C:18](Cl)[N:17]=[CH:16][N:15]=1, predict the reaction product. The product is: [Cl:13][C:14]1[N:15]=[CH:16][N:17]=[C:18]([NH:12][C:8]2[CH:9]=[C:10]([CH3:11])[C:4]3[O:3][C:2]([CH3:1])=[N:6][C:5]=3[CH:7]=2)[CH:19]=1.